Dataset: NCI-60 drug combinations with 297,098 pairs across 59 cell lines. Task: Regression. Given two drug SMILES strings and cell line genomic features, predict the synergy score measuring deviation from expected non-interaction effect. (1) Drug 1: CC1CCC2CC(C(=CC=CC=CC(CC(C(=O)C(C(C(=CC(C(=O)CC(OC(=O)C3CCCCN3C(=O)C(=O)C1(O2)O)C(C)CC4CCC(C(C4)OC)O)C)C)O)OC)C)C)C)OC. Cell line: HS 578T. Drug 2: C1C(C(OC1N2C=NC(=NC2=O)N)CO)O. Synergy scores: CSS=24.3, Synergy_ZIP=-6.27, Synergy_Bliss=0.502, Synergy_Loewe=-3.69, Synergy_HSA=0.989. (2) Drug 1: CN1CCC(CC1)COC2=C(C=C3C(=C2)N=CN=C3NC4=C(C=C(C=C4)Br)F)OC. Drug 2: CN(C)N=NC1=C(NC=N1)C(=O)N. Cell line: MOLT-4. Synergy scores: CSS=17.7, Synergy_ZIP=-3.62, Synergy_Bliss=1.46, Synergy_Loewe=1.80, Synergy_HSA=2.56. (3) Drug 1: C1=CC(=C2C(=C1NCCNCCO)C(=O)C3=C(C=CC(=C3C2=O)O)O)NCCNCCO. Drug 2: C1=CC=C(C=C1)NC(=O)CCCCCCC(=O)NO. Cell line: UACC62. Synergy scores: CSS=51.3, Synergy_ZIP=-0.382, Synergy_Bliss=0.313, Synergy_Loewe=-0.673, Synergy_HSA=4.08. (4) Drug 1: CC12CCC3C(C1CCC2=O)CC(=C)C4=CC(=O)C=CC34C. Drug 2: CCC1(CC2CC(C3=C(CCN(C2)C1)C4=CC=CC=C4N3)(C5=C(C=C6C(=C5)C78CCN9C7C(C=CC9)(C(C(C8N6C=O)(C(=O)OC)O)OC(=O)C)CC)OC)C(=O)OC)O.OS(=O)(=O)O. Cell line: SK-OV-3. Synergy scores: CSS=18.4, Synergy_ZIP=4.74, Synergy_Bliss=5.29, Synergy_Loewe=4.39, Synergy_HSA=4.55. (5) Drug 1: C1=CC(=CC=C1CCC2=CNC3=C2C(=O)NC(=N3)N)C(=O)NC(CCC(=O)O)C(=O)O. Drug 2: C1=CC=C(C=C1)NC(=O)CCCCCCC(=O)NO. Cell line: U251. Synergy scores: CSS=36.3, Synergy_ZIP=-2.95, Synergy_Bliss=-3.96, Synergy_Loewe=-9.55, Synergy_HSA=-0.486. (6) Drug 1: C1CN1C2=NC(=NC(=N2)N3CC3)N4CC4. Drug 2: CN(C)C1=NC(=NC(=N1)N(C)C)N(C)C. Cell line: SNB-19. Synergy scores: CSS=40.5, Synergy_ZIP=-0.872, Synergy_Bliss=-0.824, Synergy_Loewe=-0.169, Synergy_HSA=-1.15. (7) Drug 1: CC1CCC2CC(C(=CC=CC=CC(CC(C(=O)C(C(C(=CC(C(=O)CC(OC(=O)C3CCCCN3C(=O)C(=O)C1(O2)O)C(C)CC4CCC(C(C4)OC)OCCO)C)C)O)OC)C)C)C)OC. Drug 2: CC1CCCC2(C(O2)CC(NC(=O)CC(C(C(=O)C(C1O)C)(C)C)O)C(=CC3=CSC(=N3)C)C)C. Cell line: BT-549. Synergy scores: CSS=52.5, Synergy_ZIP=1.55, Synergy_Bliss=1.47, Synergy_Loewe=0.787, Synergy_HSA=4.01.